Dataset: Full USPTO retrosynthesis dataset with 1.9M reactions from patents (1976-2016). Task: Predict the reactants needed to synthesize the given product. Given the product [CH3:1][C:2]1[S:3][C:4]2[N:16]=[C:17]([CH3:18])[C:11]3[N:7]([C:8]([CH2:13][CH2:14][CH3:15])=[N:9][C:10]=3[CH3:12])[C:5]=2[N:6]=1, predict the reactants needed to synthesize it. The reactants are: [CH3:1][C:2]1[S:3][C:4]([NH:16][C:17](=O)[CH3:18])=[C:5]([N:7]2[CH:11]=[C:10]([CH3:12])[N:9]=[C:8]2[CH2:13][CH2:14][CH3:15])[N:6]=1.O=P12OP3(OP(OP(O3)(O1)=O)(=O)O2)=O.